From a dataset of Reaction yield outcomes from USPTO patents with 853,638 reactions. Predict the reaction yield, written as a fraction of the theoretical maximum amount of product (1.0 means a 100% yield; for example, 0.34 means a 34% yield). (1) The reactants are [Br-:1].[OH:2][CH2:3][CH2:4][CH2:5][CH2:6][CH2:7][CH2:8][CH2:9][CH2:10][CH2:11][CH2:12][N+:13]([CH2:22][CH2:23][CH2:24][CH3:25])([CH2:18][CH2:19][CH2:20][CH3:21])[CH2:14][CH2:15][CH2:16][CH3:17].[P:26]12([S:38]P3(SP(SP(S3)(S1)=S)(=S)S2)=S)=[S:27].C(=S)=S. The catalyst is C(Cl)Cl. The product is [Br-:1].[P:26]([S-:38])(=[S:27])([O:2][CH2:3][CH2:4][CH2:5][CH2:6][CH2:7][CH2:8][CH2:9][CH2:10][CH2:11][CH2:12][N+:13]([CH2:22][CH2:23][CH2:24][CH3:25])([CH2:14][CH2:15][CH2:16][CH3:17])[CH2:18][CH2:19][CH2:20][CH3:21])[O:2][CH2:3][CH2:4][CH2:5][CH2:6][CH2:7][CH2:8][CH2:9][CH2:10][CH2:11][CH2:12][N+:13]([CH2:22][CH2:23][CH2:24][CH3:25])([CH2:14][CH2:15][CH2:16][CH3:17])[CH2:18][CH2:19][CH2:20][CH3:21]. The yield is 0.710. (2) The reactants are [CH3:1][O:2][C:3]1[CH:4]=[C:5]([CH:9]=[CH:10][C:11]=1[N+:12]([O-:14])=[O:13])[C:6](O)=[O:7].S(Cl)([Cl:17])=O. No catalyst specified. The product is [CH3:1][O:2][C:3]1[CH:4]=[C:5]([CH:9]=[CH:10][C:11]=1[N+:12]([O-:14])=[O:13])[C:6]([Cl:17])=[O:7]. The yield is 0.990. (3) The yield is 0.240. The catalyst is C1COCC1. The product is [Cl:18][C:17]([Cl:20])([Cl:19])[C@H:15]1[N:14]2[CH2:21][CH2:22][CH2:23][C@:13]2([CH:24]=[CH2:2])[C:12](=[O:11])[O:16]1. The reactants are [Li+].[CH3:2][Si]([N-][Si](C)(C)C)(C)C.[O:11]=[C:12]1[O:16][C@@H:15]([C:17]([Cl:20])([Cl:19])[Cl:18])[N:14]2[CH2:21][CH2:22][CH2:23][C@:13]12[CH:24]=O. (4) The reactants are Cl[C:2]1[CH:9]=[CH:8][C:5]([C:6]#[N:7])=[C:4]([O:10][CH:11]([CH3:13])[CH3:12])[N:3]=1.[B:14]1([OH:24])[C:18]2[CH:19]=[CH:20][C:21]([OH:23])=[CH:22][C:17]=2[CH2:16][O:15]1.C(=O)([O-])[O-].[K+].[K+]. The catalyst is CN(C=O)C. The product is [OH:24][B:14]1[C:18]2[CH:19]=[CH:20][C:21]([O:23][C:2]3[CH:9]=[CH:8][C:5]([C:6]#[N:7])=[C:4]([O:10][CH:11]([CH3:13])[CH3:12])[N:3]=3)=[CH:22][C:17]=2[CH2:16][O:15]1. The yield is 0.210. (5) The reactants are [Br:1][C:2]1[S:6][C:5]([C:7](/[C:9](=[CH:14]/[C:15]2[CH:20]=[CH:19][C:18]([Cl:21])=[C:17]([Cl:22])[CH:16]=2)/[C:10]([O:12][CH3:13])=[O:11])=[O:8])=[CH:4][CH:3]=1.[Cl-].[Cl-].[Cl-].[Al+3].O. The catalyst is ClCCCl. The product is [Br:1][C:2]1[S:6][C:5]2[C:7](=[O:8])[CH:9]([C:10]([O:12][CH3:13])=[O:11])[CH:14]([C:15]3[CH:20]=[CH:19][C:18]([Cl:21])=[C:17]([Cl:22])[CH:16]=3)[C:4]=2[CH:3]=1. The yield is 0.813. (6) The reactants are C([O:3][P:4]([CH2:9][NH:10][C:11](=[O:38])[CH2:12][CH2:13][C:14]([CH3:37])=[CH:15][CH2:16][C:17]1[C:18]([O:30]CC[Si](C)(C)C)=[C:19]2[C:23](=[C:24]([CH3:28])[C:25]=1[O:26][CH3:27])[CH2:22][O:21][C:20]2=[O:29])(=[O:8])[O:5]CC)C.C[Si](Br)(C)C.N1C(C)=CC=CC=1C. The catalyst is C(#N)C. The product is [OH:30][C:18]1[C:17]([CH2:16][CH:15]=[C:14]([CH3:37])[CH2:13][CH2:12][C:11]([NH:10][CH2:9][P:4](=[O:3])([OH:8])[OH:5])=[O:38])=[C:25]([O:26][CH3:27])[C:24]([CH3:28])=[C:23]2[C:19]=1[C:20](=[O:29])[O:21][CH2:22]2. The yield is 0.0900. (7) The reactants are C([O-])([O-])=O.[Ca+2].[O:6]1[C:10]2[CH:11]=[CH:12][CH:13]=[C:14]([NH2:15])[C:9]=2[O:8][CH2:7]1.[I:16](Cl)(=O)=O.I(Cl)(=O)=O.C[N+](C)(C)CC1C=CC=CC=1. The catalyst is C(Cl)Cl.CO.O. The product is [I:16][C:11]1[C:10]2[O:6][CH2:7][O:8][C:9]=2[C:14]([NH2:15])=[CH:13][CH:12]=1. The yield is 0.469. (8) The catalyst is O1CCCC1. The yield is 0.340. The reactants are [CH3:1][N:2]1[CH:6]=[CH:5][N:4]=[CH:3]1.[Li+].CCC[CH2-].[CH2:12]([N:19]1[CH2:24][CH2:23][C:22]([NH:27][C:28]2[CH:33]=[CH:32][CH:31]=[CH:30][CH:29]=2)(C#N)[CH2:21][CH2:20]1)[C:13]1[CH:18]=[CH:17][CH:16]=[CH:15][CH:14]=1.O. The product is [CH2:12]([N:19]1[CH2:20][CH2:21][C:22]([NH:27][C:28]2[CH:33]=[CH:32][CH:31]=[CH:30][CH:29]=2)([C:3]2[N:2]([CH3:1])[CH:6]=[CH:5][N:4]=2)[CH2:23][CH2:24]1)[C:13]1[CH:14]=[CH:15][CH:16]=[CH:17][CH:18]=1.